Dataset: Peptide-MHC class II binding affinity with 134,281 pairs from IEDB. Task: Regression. Given a peptide amino acid sequence and an MHC pseudo amino acid sequence, predict their binding affinity value. This is MHC class II binding data. (1) The peptide sequence is VVLFAVFLGSAYGIP. The MHC is HLA-DQA10102-DQB10602 with pseudo-sequence HLA-DQA10102-DQB10602. The binding affinity (normalized) is 0.517. (2) The peptide sequence is RLAVMGDVAWDFSSA. The MHC is DRB4_0101 with pseudo-sequence DRB4_0103. The binding affinity (normalized) is 0.735.